This data is from Forward reaction prediction with 1.9M reactions from USPTO patents (1976-2016). The task is: Predict the product of the given reaction. (1) Given the reactants [F:1][C:2]([F:12])([F:11])[C:3]1[CH:10]=[CH:9][C:6]([CH:7]=O)=[CH:5][CH:4]=1.C([O-])(=O)C.[NH4+].O.[N+:19]([CH3:22])([O-:21])=[O:20], predict the reaction product. The product is: [N+:19]([CH:22]=[CH:7][C:6]1[CH:9]=[CH:10][C:3]([C:2]([F:12])([F:11])[F:1])=[CH:4][CH:5]=1)([O-:21])=[O:20]. (2) Given the reactants [NH2:1][C:2]1[CH:3]=[N:4][N:5]([CH3:21])[C:6]=1[N:7]1[CH2:11][CH2:10][C@@H:9]([CH2:12][NH:13]C(=O)OC(C)(C)C)[CH2:8]1.[NH2:22][C:23]1[C:24]([C:30]([OH:32])=O)=[N:25][C:26](Br)=[CH:27][CH:28]=1.[F:33][C:34]1[CH:39]=[CH:38][CH:37]=[CH:36][C:35]=1B(O)O, predict the reaction product. The product is: [NH2:22][C:23]1[C:24]([C:30]([NH:1][C:2]2[CH:3]=[N:4][N:5]([CH3:21])[C:6]=2[N:7]2[CH2:11][CH2:10][C@@H:9]([CH2:12][NH2:13])[CH2:8]2)=[O:32])=[N:25][C:26]([C:35]2[CH:36]=[CH:37][CH:38]=[CH:39][C:34]=2[F:33])=[CH:27][CH:28]=1. (3) Given the reactants [C:1]([Si:5]([CH3:17])([CH3:16])[O:6][C:7]1[CH:8]=[CH:9][CH:10]=[C:11]2[C:15]=1[NH:14][CH:13]=[CH:12]2)([CH3:4])([CH3:3])[CH3:2].Br[CH2:19][C:20]([O:22][CH2:23][CH3:24])=[O:21].C(=O)([O-])[O-].[Cs+].[Cs+], predict the reaction product. The product is: [CH2:23]([O:22][C:20](=[O:21])[CH2:19][N:14]1[C:15]2[C:11](=[CH:10][CH:9]=[CH:8][C:7]=2[O:6][Si:5]([C:1]([CH3:4])([CH3:3])[CH3:2])([CH3:17])[CH3:16])[CH:12]=[CH:13]1)[CH3:24]. (4) The product is: [Br:13][CH2:14][C:15]1[CH:16]=[CH:17][C:18]([S:21]([N:1]2[CH2:5][CH2:4][CH2:3][CH2:2]2)(=[O:23])=[O:22])=[CH:19][CH:20]=1. Given the reactants [NH:1]1[CH2:5][CH2:4][CH2:3][CH2:2]1.C(N(CC)CC)C.[Br:13][CH2:14][C:15]1[CH:20]=[CH:19][C:18]([S:21](Cl)(=[O:23])=[O:22])=[CH:17][CH:16]=1, predict the reaction product.